From a dataset of NCI-60 drug combinations with 297,098 pairs across 59 cell lines. Regression. Given two drug SMILES strings and cell line genomic features, predict the synergy score measuring deviation from expected non-interaction effect. Drug 1: CC1=C2C(C(=O)C3(C(CC4C(C3C(C(C2(C)C)(CC1OC(=O)C(C(C5=CC=CC=C5)NC(=O)OC(C)(C)C)O)O)OC(=O)C6=CC=CC=C6)(CO4)OC(=O)C)OC)C)OC. Cell line: SK-OV-3. Synergy scores: CSS=37.1, Synergy_ZIP=3.94, Synergy_Bliss=2.83, Synergy_Loewe=-27.6, Synergy_HSA=2.23. Drug 2: CCCS(=O)(=O)NC1=C(C(=C(C=C1)F)C(=O)C2=CNC3=C2C=C(C=N3)C4=CC=C(C=C4)Cl)F.